Dataset: CYP2C9 substrate classification data from Carbon-Mangels et al.. Task: Regression/Classification. Given a drug SMILES string, predict its absorption, distribution, metabolism, or excretion properties. Task type varies by dataset: regression for continuous measurements (e.g., permeability, clearance, half-life) or binary classification for categorical outcomes (e.g., BBB penetration, CYP inhibition). Dataset: cyp2c9_substrate_carbonmangels. (1) The molecule is O=C(CCCN1CCC(O)(c2cccc(C(F)(F)F)c2)CC1)c1ccc(F)cc1. The result is 0 (non-substrate). (2) The result is 0 (non-substrate). The molecule is Nc1nc(=O)c(Br)c(-c2ccccc2)[nH]1. (3) The compound is COCCc1ccc(OC[C@@H](O)CNC(C)C)cc1. The result is 0 (non-substrate). (4) The molecule is CN1C(C(=O)Nc2ccccn2)=C(O)c2sc(Cl)cc2S1(=O)=O. The result is 1 (substrate). (5) The drug is CCOC(=O)c1cncn1[C@H](C)c1ccccc1. The result is 0 (non-substrate). (6) The compound is C[C@]12CC[C@H]3[C@@H](CCC4=CC(=O)C=C[C@@]43C)[C@@H]1CCC(=O)O2. The result is 0 (non-substrate).